Dataset: Reaction yield outcomes from USPTO patents with 853,638 reactions. Task: Predict the reaction yield, written as a fraction of the theoretical maximum amount of product (1.0 means a 100% yield; for example, 0.34 means a 34% yield). (1) The reactants are [CH3:1][C@H:2]1[CH2:7][NH:6][C@H:5]([CH3:8])[CH2:4][NH:3]1.CS(O)(=O)=O.C([O-])(=O)C.[K+].Cl[C:20]([O:22][CH2:23][CH3:24])=[O:21]. The catalyst is O.O1CCCC1.C(O)C. The product is [CH3:1][C@H:2]1[CH2:7][NH:6][C@H:5]([CH3:8])[CH2:4][N:3]1[C:20]([O:22][CH2:23][CH3:24])=[O:21]. The yield is 0.740. (2) The reactants are [Br:1][C:2]1[CH:7]=[C:6]([N+:8]([O-:10])=[O:9])[CH:5]=[C:4]([CH3:11])[C:3]=1[C@H:12]([OH:15])[CH2:13][OH:14].N1C=CC=CC=1.[C:22](Cl)([C:24]([CH3:27])([CH3:26])[CH3:25])=[O:23].C([O-])(O)=O.[Na+]. The catalyst is C(Cl)Cl. The product is [C:22]([O:14][CH2:13][C@H:12]([C:3]1[C:4]([CH3:11])=[CH:5][C:6]([N+:8]([O-:10])=[O:9])=[CH:7][C:2]=1[Br:1])[OH:15])(=[O:23])[C:24]([CH3:27])([CH3:26])[CH3:25]. The yield is 0.770. (3) The reactants are Br[C:2]1[C:10]2[C:5](=[CH:6][CH:7]=[C:8]([C:11]#[N:12])[CH:9]=2)[N:4]([CH:13]2[CH2:18][CH2:17][CH2:16][CH2:15][O:14]2)[N:3]=1.[CH3:19][O:20][C:21]1[CH:26]=[CH:25][CH:24]=[CH:23][C:22]=1B(O)O.ClCCl.P([O-])([O-])([O-])=O.[K+].[K+].[K+]. The catalyst is COCCOC.C1(P(C2C=CC=CC=2)[C-]2C=CC=C2)C=CC=CC=1.[C-]1(P(C2C=CC=CC=2)C2C=CC=CC=2)C=CC=C1.[Fe+2]. The product is [CH3:19][O:20][C:21]1[CH:26]=[CH:25][CH:24]=[CH:23][C:22]=1[C:2]1[C:10]2[C:5](=[CH:6][CH:7]=[C:8]([C:11]#[N:12])[CH:9]=2)[N:4]([CH:13]2[CH2:18][CH2:17][CH2:16][CH2:15][O:14]2)[N:3]=1. The yield is 0.825. (4) The reactants are N1C2C(=NC=CC=2)N([N:10]2[C:14](/[CH:15]=[C:16]3\[C:17](=[O:26])[NH:18][C:19]4[C:24]\3=[CH:23][C:22]([F:25])=[CH:21][CH:20]=4)=[C:13]([CH3:27])[C:12]([C:28]([O-:30])=O)=[C:11]2[CH3:31])N=1.[NH2:32][C@@H:33]1[CH2:37][O:36][N:35]([CH:38]2[CH2:43][CH2:42][O:41][CH2:40][CH2:39]2)[C:34]1=[O:44].CCN(C(C)C)C(C)C. The catalyst is CN(C=O)C. The product is [O:44]=[C:34]1[C@H:33]([NH:32][C:28]([C:12]2[C:13]([CH3:27])=[C:14](/[CH:15]=[C:16]3\[C:17](=[O:26])[NH:18][C:19]4[C:24]\3=[CH:23][C:22]([F:25])=[CH:21][CH:20]=4)[NH:10][C:11]=2[CH3:31])=[O:30])[CH2:37][O:36][N:35]1[CH:38]1[CH2:43][CH2:42][O:41][CH2:40][CH2:39]1. The yield is 0.620.